From a dataset of Catalyst prediction with 721,799 reactions and 888 catalyst types from USPTO. Predict which catalyst facilitates the given reaction. (1) Reactant: COC[O:4][CH2:5][C:6]1[CH:7]=[CH:8][CH:9]=[C:10]2[C:15]=1[O:14][C:13]([C:16]1[CH:21]=[CH:20][CH:19]=[CH:18][CH:17]=1)=[C:12](C(O)=O)[C:11]2=[O:25].C1(P([N:40]=[N+]=[N-])(C2C=CC=CC=2)=O)C=CC=CC=1.Cl.O1CCOCC1. Product: [NH2:40][C:12]1[C:11](=[O:25])[C:10]2[C:15](=[C:6]([CH2:5][OH:4])[CH:7]=[CH:8][CH:9]=2)[O:14][C:13]=1[C:16]1[CH:21]=[CH:20][CH:19]=[CH:18][CH:17]=1. The catalyst class is: 107. (2) Reactant: [CH2:1]([C:3]1[CH:8]=[C:7]([O:9][CH3:10])[CH:6]=[CH:5][C:4]=1[N:11]=[C:12]=[S:13])[CH3:2].O.[NH2:15][NH2:16]. Product: [CH2:1]([C:3]1[CH:8]=[C:7]([O:9][CH3:10])[CH:6]=[CH:5][C:4]=1[NH:11][C:12]([NH:15][NH2:16])=[S:13])[CH3:2]. The catalyst class is: 8.